This data is from Reaction yield outcomes from USPTO patents with 853,638 reactions. The task is: Predict the reaction yield, written as a fraction of the theoretical maximum amount of product (1.0 means a 100% yield; for example, 0.34 means a 34% yield). (1) The reactants are [CH3:1][O:2][C:3]1[N:11]=[CH:10][CH:9]=[CH:8][C:4]=1[C:5]([OH:7])=[O:6].[Br:12]Br. The catalyst is O. The product is [Br:12][C:9]1[CH:10]=[N:11][C:3]([O:2][CH3:1])=[C:4]([CH:8]=1)[C:5]([OH:7])=[O:6]. The yield is 0.820. (2) The reactants are [CH3:1][N:2]1[CH:6]=[C:5]([C:7]2[N:12]=[C:11]3[N:13]([CH2:16][CH:17]4[CH2:22][CH2:21][CH2:20][NH:19][CH2:18]4)[N:14]=[N:15][C:10]3=[N:9][CH:8]=2)[CH:4]=[N:3]1.[Br:23][C:24]1[CH:25]=[N:26][C:27](Cl)=[N:28][CH:29]=1.CCN(C(C)C)C(C)C. The catalyst is CCO. The product is [Br:23][C:24]1[CH:25]=[N:26][C:27]([N:19]2[CH2:20][CH2:21][CH2:22][CH:17]([CH2:16][N:13]3[C:11]4=[N:12][C:7]([C:5]5[CH:4]=[N:3][N:2]([CH3:1])[CH:6]=5)=[CH:8][N:9]=[C:10]4[N:15]=[N:14]3)[CH2:18]2)=[N:28][CH:29]=1. The yield is 0.700. (3) The yield is 0.390. The product is [NH2:31][C:30]1[N:22]=[CH:23][N:24]=[C:25]2[C:29]=1[N:28]=[CH:27][N:26]2[CH2:12][C:9]1[N:8]([C:14]2[CH:19]=[CH:18][CH:17]=[CH:16][C:15]=2[Cl:20])[C:7](=[O:21])[C:6]2[C:11](=[C:2]([Cl:1])[CH:3]=[CH:4][CH:5]=2)[N:10]=1. The reactants are [Cl:1][C:2]1[CH:3]=[CH:4][CH:5]=[C:6]2[C:11]=1[N:10]=[C:9]([CH2:12]Cl)[N:8]([C:14]1[CH:19]=[CH:18][CH:17]=[CH:16][C:15]=1[Cl:20])[C:7]2=[O:21].[N:22]1[C:30]([NH2:31])=[C:29]2[C:25]([N:26]=[CH:27][NH:28]2)=[N:24][CH:23]=1.C([O-])([O-])=O.[K+].[K+]. The catalyst is CN(C=O)C. (4) The reactants are [N:1]([C@@H:4]([C:7]1[CH:8]=[N:9][C:10]([O:13][CH3:14])=[CH:11][CH:12]=1)[CH2:5][OH:6])=[N+]=[N-]. The catalyst is [Pd].CCOC(C)=O. The product is [NH2:1][C@@H:4]([C:7]1[CH:8]=[N:9][C:10]([O:13][CH3:14])=[CH:11][CH:12]=1)[CH2:5][OH:6]. The yield is 1.00. (5) The reactants are [Br:1][C:2]1[CH:3]=[C:4]([CH2:9][NH:10][C:11]([C@@H:13]2[CH2:17][C@@H:16]([F:18])[CH2:15][NH:14]2)=[O:12])[CH:5]=[C:6]([F:8])[CH:7]=1.C(N(CC)CC)C.[F:26][C:27]1[CH:32]=[CH:31][C:30]([S:33](Cl)(=[O:35])=[O:34])=[CH:29][CH:28]=1. The catalyst is ClCCl. The product is [Br:1][C:2]1[CH:3]=[C:4]([CH:5]=[C:6]([F:8])[CH:7]=1)[CH2:9][NH:10][C:11]([C@@H:13]1[CH2:17][C@@H:16]([F:18])[CH2:15][N:14]1[S:33]([C:30]1[CH:31]=[CH:32][C:27]([F:26])=[CH:28][CH:29]=1)(=[O:35])=[O:34])=[O:12]. The yield is 0.895. (6) The reactants are CO.[CH3:3][O:4][C:5](=[O:14])[CH2:6][CH:7]1[CH2:12][CH2:11][C:10](=[O:13])[CH2:9][CH2:8]1.[BH4-].[Na+]. The catalyst is [Cl-].[NH4+]. The product is [CH3:3][O:4][C:5](=[O:14])[CH2:6][C@H:7]1[CH2:12][CH2:11][C@H:10]([OH:13])[CH2:9][CH2:8]1.[CH3:3][O:4][C:5](=[O:14])[CH3:6]. The yield is 0.600. (7) The reactants are Cl.[C:2]([NH:6][NH2:7])([CH3:5])([CH3:4])[CH3:3].C([C:11](=[C:17]=[CH:18]N(C)C)[C:12]([O:14][CH2:15][CH3:16])=[O:13])(=O)C.[CH2:22](O)C. The catalyst is CCOCC. The product is [C:2]([N:6]1[C:18]([CH3:22])=[CH:17][C:11]([C:12]([O:14][CH2:15][CH3:16])=[O:13])=[N:7]1)([CH3:5])([CH3:4])[CH3:3]. The yield is 0.450. (8) The reactants are [C:1]([O:6]CC)(=[O:5])C(C)=O.[CH2:9](O)[CH2:10]O.B(F)(F)F.[C:17]([OH:20])(=[O:19])[CH3:18]. The catalyst is ClCCl. The product is [CH3:18][C:17]1([C:1]([OH:6])=[O:5])[O:20][CH2:10][CH2:9][O:19]1. The yield is 0.380.